From a dataset of Reaction yield outcomes from USPTO patents with 853,638 reactions. Predict the reaction yield, written as a fraction of the theoretical maximum amount of product (1.0 means a 100% yield; for example, 0.34 means a 34% yield). The reactants are [CH2:1]([C:5]1[N:10]=[C:9]([CH3:11])[N:8]([C:12]2[CH:13]=[C:14]3[C:18](=[CH:19][CH:20]=2)[CH:17]([OH:21])[CH2:16][CH2:15]3)[C:7](=[O:22])[C:6]=1[CH2:23][C:24]1[CH:29]=[CH:28][C:27]([C:30]2[CH:35]=[CH:34][CH:33]=[CH:32][C:31]=2[C:36]2[NH:40][C:39](=[O:41])[O:38][N:37]=2)=[CH:26][CH:25]=1)[CH2:2][CH2:3][CH3:4].CC(OI1(OC(C)=O)(OC(C)=O)OC(=O)C2C1=CC=CC=2)=O.C(OCC)(=O)C.S([O-])([O-])(=O)=S.[Na+].[Na+]. The catalyst is C(#N)C.O. The product is [CH2:1]([C:5]1[N:10]=[C:9]([CH3:11])[N:8]([C:12]2[CH:13]=[C:14]3[C:18](=[CH:19][CH:20]=2)[C:17](=[O:21])[CH2:16][CH2:15]3)[C:7](=[O:22])[C:6]=1[CH2:23][C:24]1[CH:29]=[CH:28][C:27]([C:30]2[CH:35]=[CH:34][CH:33]=[CH:32][C:31]=2[C:36]2[NH:40][C:39](=[O:41])[O:38][N:37]=2)=[CH:26][CH:25]=1)[CH2:2][CH2:3][CH3:4]. The yield is 0.490.